Dataset: Full USPTO retrosynthesis dataset with 1.9M reactions from patents (1976-2016). Task: Predict the reactants needed to synthesize the given product. (1) The reactants are: Cl[C:2]1[C:7]([C:8]([O:10][CH2:11][CH3:12])=[S:9])=[CH:6][N:5]=[C:4]([CH3:13])[N:3]=1.[CH3:14][NH2:15].CCO.O. Given the product [CH3:14][NH:15][C:2]1[C:7]([C:8]([O:10][CH2:11][CH3:12])=[S:9])=[CH:6][N:5]=[C:4]([CH3:13])[N:3]=1, predict the reactants needed to synthesize it. (2) Given the product [CH3:12][CH:11]1[CH2:14][O:9][C:7]([CH:2]2[NH:1][C:5](=[O:6])[CH2:4][CH2:3]2)=[N:10]1, predict the reactants needed to synthesize it. The reactants are: [NH:1]1[C:5](=[O:6])[CH2:4][CH2:3][C@H:2]1[C:7]([OH:9])=O.[NH2:10][CH:11]([CH3:14])[CH2:12]O. (3) Given the product [O-:2][N+:3]1[C:8]2[CH:9]=[CH:10][CH:11]=[CH:12][C:7]=2[N+:6]([O-:13])=[C:5]([NH:14][CH2:15][CH2:16][N:17]([CH3:27])[CH2:18][CH2:19][NH:20][C:21]([C:22]2[C:46]3[C:41](=[N:40][C:39]4[C:48]([N:47]=3)=[C:35]([CH3:33])[CH:36]=[CH:37][CH:38]=4)[CH:42]=[CH:43][CH:44]=2)=[O:26])[N:4]=1, predict the reactants needed to synthesize it. The reactants are: N.[O-:2][N+:3]1[C:8]2[CH:9]=[CH:10][CH:11]=[CH:12][C:7]=2[N+:6]([O-:13])=[C:5]([NH:14][CH2:15][CH2:16][N:17]([CH3:27])[CH2:18][CH2:19][NH:20][C:21](=[O:26])[C:22](F)(F)F)[N:4]=1.N1([C:33]([C:35]2[C:48]3[C:39](=[N:40][C:41]4[C:46]([N:47]=3)=C(C)[CH:44]=[CH:43][CH:42]=4)[CH:38]=[CH:37][CH:36]=2)=O)C=CN=C1. (4) Given the product [C:1]1([CH:7]2[O:11][N:10]=[C:9]([C:12]3[N:13]=[C:14]([CH:17]4[CH2:22][CH2:21][N:20]([C:23]([Cl:35])=[N:25][C:26]5[CH:31]=[C:30]([CH3:32])[CH:29]=[CH:28][C:27]=5[CH3:33])[CH2:19][CH2:18]4)[S:15][CH:16]=3)[CH2:8]2)[CH:6]=[CH:5][CH:4]=[CH:3][CH:2]=1, predict the reactants needed to synthesize it. The reactants are: [C:1]1([CH:7]2[O:11][N:10]=[C:9]([C:12]3[N:13]=[C:14]([CH:17]4[CH2:22][CH2:21][N:20]([C:23]([NH:25][C:26]5[CH:31]=[C:30]([CH3:32])[CH:29]=[CH:28][C:27]=5[CH3:33])=O)[CH2:19][CH2:18]4)[S:15][CH:16]=3)[CH2:8]2)[CH:6]=[CH:5][CH:4]=[CH:3][CH:2]=1.P(Cl)(Cl)(Cl)(Cl)[Cl:35]. (5) Given the product [Br:1][C:2]1[C:10]([CH3:11])=[CH:9][C:8]([F:12])=[CH:7][C:3]=1[C:4]([N:13]1[CH2:17][CH2:16][CH2:15][CH2:14]1)=[O:6], predict the reactants needed to synthesize it. The reactants are: [Br:1][C:2]1[C:10]([CH3:11])=[CH:9][C:8]([F:12])=[CH:7][C:3]=1[C:4]([OH:6])=O.[NH:13]1[CH2:17][CH2:16][CH2:15][CH2:14]1.CCN(C(C)C)C(C)C.CN(C(ON1N=NC2C=CC=NC1=2)=[N+](C)C)C.F[P-](F)(F)(F)(F)F. (6) Given the product [CH3:7][C:8]1[N:9]=[N:10][S:11][C:12]=1[CH2:13][O:14][C:16]1[CH:23]=[CH:22][C:21]([C:24]2[N:29]=[C:28]([NH:30][C:31]3[CH:32]=[CH:33][C:34]([N:37]4[CH2:42][CH2:41][N:40]([CH:43]5[CH2:46][O:45][CH2:44]5)[CH2:39][CH2:38]4)=[CH:35][CH:36]=3)[N:27]=[CH:26][N:25]=2)=[CH:20][C:17]=1[C:18]#[N:19], predict the reactants needed to synthesize it. The reactants are: CC(C)([O-])C.[K+].[CH3:7][C:8]1[N:9]=[N:10][S:11][C:12]=1[CH2:13][OH:14].F[C:16]1[CH:23]=[CH:22][C:21]([C:24]2[N:29]=[C:28]([NH:30][C:31]3[CH:36]=[CH:35][C:34]([N:37]4[CH2:42][CH2:41][N:40]([CH:43]5[CH2:46][O:45][CH2:44]5)[CH2:39][CH2:38]4)=[CH:33][CH:32]=3)[N:27]=[CH:26][N:25]=2)=[CH:20][C:17]=1[C:18]#[N:19]. (7) Given the product [Si:13]([O:6][CH2:5][C:4](=[CH2:3])[CH2:7][OH:8])([C:9]([CH3:12])([CH3:11])[CH3:10])([CH3:16])[CH3:15], predict the reactants needed to synthesize it. The reactants are: [H-].[Na+].[CH2:3]=[C:4]([CH2:7][OH:8])[CH2:5][OH:6].[C:9]([Si:13]([CH3:16])([CH3:15])Cl)([CH3:12])([CH3:11])[CH3:10].[Cl-].[NH4+].